From a dataset of Reaction yield outcomes from USPTO patents with 853,638 reactions. Predict the reaction yield, written as a fraction of the theoretical maximum amount of product (1.0 means a 100% yield; for example, 0.34 means a 34% yield). (1) The reactants are [CH3:1][N:2]([CH3:17])[C:3]1[CH:8]=[CH:7][C:6]([CH:9]([O:12][Si](C)(C)C)[C:10]#[N:11])=[CH:5][CH:4]=1.Cl.C([O-])(O)=O.[Na+]. The catalyst is C1COCC1.CCOC(C)=O.O. The product is [CH3:1][N:2]([CH3:17])[C:3]1[CH:4]=[CH:5][C:6]([CH:9]([OH:12])[C:10]#[N:11])=[CH:7][CH:8]=1. The yield is 1.00. (2) The reactants are [CH2:1]([N:3]1[C:8]([CH3:9])=[C:7]([CH3:10])[CH:6]=[C:5]([C:11]([OH:13])=O)[C:4]1=[O:14])[CH3:2].[CH2:15]([NH2:22])[C:16]1[CH:21]=[CH:20][CH:19]=[CH:18][CH:17]=1.C(N(C(C)C)CC)(C)C.F[P-](F)(F)(F)(F)F.N1(O[P+](N2CCCC2)(N2CCCC2)N2CCCC2)C2C=CC=CC=2N=N1. The catalyst is CN(C=O)C.C(OCC)(=O)C. The product is [CH2:15]([NH:22][C:11]([C:5]1[C:4](=[O:14])[N:3]([CH2:1][CH3:2])[C:8]([CH3:9])=[C:7]([CH3:10])[CH:6]=1)=[O:13])[C:16]1[CH:21]=[CH:20][CH:19]=[CH:18][CH:17]=1. The yield is 0.911. (3) The reactants are [Cl:1][C:2]1[CH:7]=[CH:6][CH:5]=[CH:4][C:3]=1[N:8]1[C:16]2[CH2:15][CH2:14][N:13]([N:17]3[CH2:22][CH2:21][CH2:20][CH2:19][CH2:18]3)[C:12](=[O:23])[C:11]=2[C:10]([CH3:24])=[CH:9]1.C1C(=O)N([Br:32])C(=O)C1.O. The catalyst is CN(C=O)C. The product is [Br:32][C:9]1[N:8]([C:3]2[CH:4]=[CH:5][CH:6]=[CH:7][C:2]=2[Cl:1])[C:16]2[CH2:15][CH2:14][N:13]([N:17]3[CH2:18][CH2:19][CH2:20][CH2:21][CH2:22]3)[C:12](=[O:23])[C:11]=2[C:10]=1[CH3:24]. The yield is 0.840. (4) The reactants are C([N:8]1[CH2:13][CH2:12][C:11]([S:21]([C:24]2[CH:29]=[CH:28][C:27]([C:30]3[CH:35]=[CH:34][C:33]([O:36][C:37]([F:42])([F:41])[CH:38]([F:40])[F:39])=[CH:32][CH:31]=3)=[CH:26][CH:25]=2)(=[O:23])=[O:22])([C:14](OC(C)(C)C)=[O:15])[CH2:10][CH2:9]1)C1C=CC=CC=1.C(N([CH2:48][CH3:49])CC)C.F[B-](F)(F)F.N1([O:64][C:65](N(C)C)=[N+](C)C)C2C=CC=CC=2N=N1.[O:72]1[CH2:77][CH2:76][CH2:75][CH2:74][CH:73]1[O:78][NH2:79]. The catalyst is CN(C)C=O.C(OCC)(=O)C. The product is [CH3:65][O:64][CH2:48][CH2:49][N:8]1[CH2:9][CH2:10][C:11]([S:21]([C:24]2[CH:29]=[CH:28][C:27]([C:30]3[CH:35]=[CH:34][C:33]([O:36][C:37]([F:42])([F:41])[CH:38]([F:40])[F:39])=[CH:32][CH:31]=3)=[CH:26][CH:25]=2)(=[O:22])=[O:23])([C:14]([NH:79][O:78][CH:73]2[CH2:74][CH2:75][CH2:76][CH2:77][O:72]2)=[O:15])[CH2:12][CH2:13]1. The yield is 0.730. (5) The yield is 0.540. The catalyst is CC(O)C. The reactants are Cl[C:2]1[O:3][C:4]([C:7]2[N:8]([C:16]([O:18][C:19]([CH3:22])([CH3:21])[CH3:20])=[O:17])[C:9]3[C:14]([CH:15]=2)=[CH:13][CH:12]=[CH:11][CH:10]=3)=[CH:5][N:6]=1.[NH2:23][C:24]1[CH:25]=[C:26]([NH:30][S:31]([CH3:34])(=[O:33])=[O:32])[CH:27]=[CH:28][CH:29]=1. The product is [CH3:34][S:31]([NH:30][C:26]1[CH:25]=[C:24]([NH:23][C:2]2[O:3][C:4]([C:7]3[N:8]([C:16]([O:18][C:19]([CH3:22])([CH3:21])[CH3:20])=[O:17])[C:9]4[C:14]([CH:15]=3)=[CH:13][CH:12]=[CH:11][CH:10]=4)=[CH:5][N:6]=2)[CH:29]=[CH:28][CH:27]=1)(=[O:33])=[O:32]. (6) The yield is 1.02. The catalyst is O1CCOCC1. The product is [ClH:1].[Cl:1][C:2]1[CH:32]=[CH:31][C:5]([CH2:6][C:7]2[N:11]3[N:12]=[C:13]([NH:23][C:24]4[CH:28]=[C:27]([CH3:29])[NH:26][N:25]=4)[CH:14]=[C:15]([CH2:16][N:17]4[CH2:18][CH2:19][O:20][CH2:21][CH2:22]4)[C:10]3=[N:9][C:8]=2[CH3:30])=[C:4]([F:33])[CH:3]=1. The reactants are [Cl:1][C:2]1[CH:32]=[CH:31][C:5]([CH2:6][C:7]2[N:11]3[N:12]=[C:13]([NH:23][C:24]4[CH:28]=[C:27]([CH3:29])[NH:26][N:25]=4)[CH:14]=[C:15]([CH2:16][N:17]4[CH2:22][CH2:21][O:20][CH2:19][CH2:18]4)[C:10]3=[N:9][C:8]=2[CH3:30])=[C:4]([F:33])[CH:3]=1.Cl. (7) The reactants are Cl[C:2]1[S:3][C:4]([CH2:22][N:23]2[CH2:28][CH2:27][O:26][CH2:25][CH2:24]2)=[CH:5][C:6]=1[C:7](=[O:21])/[C:8](=[N:13]/[NH:14][C:15]1[CH:20]=[CH:19][CH:18]=[CH:17][CH:16]=1)/[C:9]([O:11][CH3:12])=[O:10].[H-].[Na+]. The catalyst is C1COCC1. The product is [N:23]1([CH2:22][C:4]2[S:3][C:2]3[N:14]([C:15]4[CH:20]=[CH:19][CH:18]=[CH:17][CH:16]=4)[N:13]=[C:8]([C:9]([O:11][CH3:12])=[O:10])[C:7](=[O:21])[C:6]=3[CH:5]=2)[CH2:28][CH2:27][O:26][CH2:25][CH2:24]1. The yield is 0.160.